The task is: Predict the reactants needed to synthesize the given product.. This data is from Full USPTO retrosynthesis dataset with 1.9M reactions from patents (1976-2016). (1) Given the product [C:1]([O:5][C:6]([NH:8][C@@H:9]([CH:10]([CH3:11])[CH3:12])/[CH:13]=[C:20](\[CH2:21][CH2:22][CH2:23][CH3:43])/[C:15]([O:17][CH2:18][CH3:19])=[O:16])=[O:7])([CH3:2])([CH3:3])[CH3:4], predict the reactants needed to synthesize it. The reactants are: [C:1]([O:5][C:6]([NH:8][C@H:9]([CH:13]=O)[CH:10]([CH3:12])[CH3:11])=[O:7])([CH3:4])([CH3:3])[CH3:2].[C:15]([CH2:20][CH2:21][CH2:22][CH:23]=P(C1C=CC=CC=1)(C1C=CC=CC=1)C1C=CC=CC=1)([O:17][CH2:18][CH3:19])=[O:16].[CH2:43](Cl)Cl. (2) Given the product [CH2:33]([S:40][CH2:22][C@@H:21]([N:12]1[C@H:13]([C:14]2[CH:19]=[CH:18][C:17]([Cl:20])=[CH:16][CH:15]=2)[C@@H:8]([C:4]2[CH:5]=[CH:6][CH:7]=[C:2]([Cl:1])[CH:3]=2)[CH2:9][C@@:10]([CH2:28][C:29]([O:31][CH3:32])=[O:30])([CH3:27])[C:11]1=[O:26])[CH2:24][CH3:25])[C:34]1[CH:39]=[CH:38][CH:37]=[CH:36][CH:35]=1, predict the reactants needed to synthesize it. The reactants are: [Cl:1][C:2]1[CH:3]=[C:4]([C@@H:8]2[C@@H:13]([C:14]3[CH:19]=[CH:18][C:17]([Cl:20])=[CH:16][CH:15]=3)[N:12]([C@@H:21]([CH2:24][CH3:25])[CH2:22]O)[C:11](=[O:26])[C@:10]([CH2:28][C:29]([O:31][CH3:32])=[O:30])([CH3:27])[CH2:9]2)[CH:5]=[CH:6][CH:7]=1.[CH2:33]([SH:40])[C:34]1[CH:39]=[CH:38][CH:37]=[CH:36][CH:35]=1.C(C=P(CCCC)(CCCC)CCCC)#N. (3) Given the product [Br:1][C:2]1[CH:3]=[CH:4][C:5]([O:10][CH2:12][CH:13]([F:15])[F:14])=[C:6]([CH:9]=1)[CH:7]=[O:8], predict the reactants needed to synthesize it. The reactants are: [Br:1][C:2]1[CH:3]=[CH:4][C:5]([OH:10])=[C:6]([CH:9]=1)[CH:7]=[O:8].Br[CH2:12][CH:13]([F:15])[F:14].C([O-])([O-])=O.[Cs+].[Cs+]. (4) Given the product [C@@H:6]1([O:24][C:25]2[C:29]([CH2:30][C:31]3[CH:36]=[CH:35][C:34]([O:37][CH2:38][CH2:39][CH2:40][C:41](=[O:49])[NH:42][C:43]([C:62]([N:64]4[CH2:65][CH2:66][NH:67][CH2:68][CH2:69]4)=[O:63])([CH3:44])[CH3:45])=[CH:33][C:32]=3[CH3:50])=[C:28]([CH:51]([CH3:53])[CH3:52])[NH:27][N:26]=2)[O:7][C@H:8]([CH2:19][OH:20])[C@H:9]([OH:15])[C@H:10]([OH:11])[C@H:5]1[OH:4], predict the reactants needed to synthesize it. The reactants are: C([O:4][C@@H:5]1[C@@H:10]([O:11]C(=O)C)[C@@H:9]([O:15]C(=O)C)[C@@H:8]([CH2:19][O:20]C(=O)C)[O:7][C@H:6]1[O:24][C:25]1[C:29]([CH2:30][C:31]2[CH:36]=[CH:35][C:34]([O:37][CH2:38][CH2:39][CH2:40][C:41](=[O:49])[NH:42][C:43](C(O)=O)([CH3:45])[CH3:44])=[CH:33][C:32]=2[CH3:50])=[C:28]([CH:51]([CH3:53])[CH3:52])[NH:27][N:26]=1)(=O)C.C(O[C:62]([N:64]1[CH2:69][CH2:68][NH:67][CH2:66][CH2:65]1)=[O:63])C1C=CC=CC=1.C(N1CCNCC1)C1C=CC=CC=1. (5) The reactants are: [CH3:1][O:2][C:3](=[O:22])[CH2:4][O:5][C:6]1[C:14]2[O:13][C:12]([NH:15][CH:16]3[CH2:21][CH2:20][NH:19][CH2:18][CH2:17]3)=[N:11][C:10]=2[CH:9]=[CH:8][CH:7]=1.[CH2:23]([O:25][C:26]1[CH:27]=[C:28]([CH:31]=[C:32]([O:39][CH2:40][CH3:41])[C:33]=1[N:34]1[CH:38]=[CH:37][CH:36]=[CH:35]1)[CH:29]=O)[CH3:24].C([BH3-])#N.[Na+].C(N(C(C)C)C(C)C)C. Given the product [CH3:1][O:2][C:3](=[O:22])[CH2:4][O:5][C:6]1[C:14]2[O:13][C:12]([NH:15][CH:16]3[CH2:21][CH2:20][N:19]([CH2:29][C:28]4[CH:31]=[C:32]([O:39][CH2:40][CH3:41])[C:33]([N:34]5[CH:38]=[CH:37][CH:36]=[CH:35]5)=[C:26]([O:25][CH2:23][CH3:24])[CH:27]=4)[CH2:18][CH2:17]3)=[N:11][C:10]=2[CH:9]=[CH:8][CH:7]=1, predict the reactants needed to synthesize it. (6) Given the product [OH:1][C:2]1[C:6]([C:7](=[O:10])[CH:8]=[CH2:9])=[C:5]([CH:27]=[O:28])[O:4][C:3]=1[C:11](=[O:14])[CH:12]=[CH2:13], predict the reactants needed to synthesize it. The reactants are: [OH:1][C:2]1[C:6]([C:7](=[O:10])[CH:8]=[CH2:9])=[CH:5][O:4][C:3]=1[C:11](=[O:14])[CH:12]=[CH2:13].C1N2CN3CN(C2)CN1C3.FC(F)(F)[C:27](O)=[O:28]. (7) Given the product [CH3:18][S:16][C:15]([C:2]1[S:1][C:5]2[CH:6]=[CH:7][CH:8]=[CH:9][C:4]=2[CH:3]=1)=[S:17], predict the reactants needed to synthesize it. The reactants are: [S:1]1[C:5]2[CH:6]=[CH:7][CH:8]=[CH:9][C:4]=2[CH:3]=[CH:2]1.[Li]CCCC.[C:15](=[S:17])=[S:16].[CH3:18]I. (8) Given the product [F:36][C:37]([F:42])([F:41])[C:38]([OH:40])=[O:39].[NH2:22][CH2:21][CH2:20][CH2:19][S:18][C:16]1[N:15]([CH2:30][CH:31]=[C:32]([CH3:34])[CH3:33])[C:14]2[CH:35]=[C:10]([NH:9][C:1](=[O:8])[C:2]3[CH:3]=[CH:4][CH:5]=[CH:6][CH:7]=3)[CH:11]=[CH:12][C:13]=2[N:17]=1, predict the reactants needed to synthesize it. The reactants are: [C:1]([NH:9][C:10]1[CH:11]=[CH:12][C:13]2[N:17]=[C:16]([S:18][CH2:19][CH2:20][CH2:21][NH:22]C(=O)OC(C)(C)C)[N:15]([CH2:30][CH:31]=[C:32]([CH3:34])[CH3:33])[C:14]=2[CH:35]=1)(=[O:8])[C:2]1[CH:7]=[CH:6][CH:5]=[CH:4][CH:3]=1.[F:36][C:37]([F:42])([F:41])[C:38]([OH:40])=[O:39].